Dataset: Catalyst prediction with 721,799 reactions and 888 catalyst types from USPTO. Task: Predict which catalyst facilitates the given reaction. (1) Reactant: C([O:4][CH:5]([CH2:39][O:40][CH:41]([CH3:43])[CH3:42])[CH2:6][O:7][C:8]1[CH:13]=[CH:12][C:11](/[CH:14]=[CH:15]/[C:16](=[O:26])[NH:17][S:18]([CH2:21][CH2:22][CH2:23][CH2:24][CH3:25])(=[O:20])=[O:19])=[C:10]([O:27][C:28]2[C:33]([Cl:34])=[CH:32][C:31]([C:35]([F:38])([F:37])[F:36])=[CH:30][N:29]=2)[CH:9]=1)(=O)C.O1CCCC1.[OH-].[Na+].Cl. Product: [Cl:34][C:33]1[C:28]([O:27][C:10]2[CH:9]=[C:8]([O:7][CH2:6][CH:5]([OH:4])[CH2:39][O:40][CH:41]([CH3:43])[CH3:42])[CH:13]=[CH:12][C:11]=2/[CH:14]=[CH:15]/[C:16]([NH:17][S:18]([CH2:21][CH2:22][CH2:23][CH2:24][CH3:25])(=[O:20])=[O:19])=[O:26])=[N:29][CH:30]=[C:31]([C:35]([F:37])([F:36])[F:38])[CH:32]=1. The catalyst class is: 97. (2) Product: [OH:15][CH2:16][CH2:17][CH2:18][C:19]1[C:20]2[CH2:30][CH2:29][CH2:28][CH2:27][CH2:26][C:21]=2[NH:22][C:23]=1/[CH:24]=[C:8]1\[C:9](=[O:14])[NH:10][C:11]2[C:7]\1=[CH:6][C:5]([S:2]([CH3:1])(=[O:4])=[O:3])=[CH:13][CH:12]=2. Reactant: [CH3:1][S:2]([C:5]1[CH:6]=[C:7]2[C:11](=[CH:12][CH:13]=1)[NH:10][C:9](=[O:14])[CH2:8]2)(=[O:4])=[O:3].[OH:15][CH2:16][CH2:17][CH2:18][C:19]1[C:20]2[CH2:30][CH2:29][CH2:28][CH2:27][CH2:26][C:21]=2[NH:22][C:23]=1[CH:24]=O.N1CCCCC1. The catalyst class is: 8. (3) Reactant: [F:1][C:2]1([F:33])[CH2:7][CH2:6][N:5]([C:8]([C:10]2[NH:11][C:12]3[C:17]([CH:18]=2)=[CH:16][C:15]([C:19]([N:21]2[CH2:26][CH2:25][CH:24]([N:27]4[CH2:32][CH2:31][O:30][CH2:29][CH2:28]4)[CH2:23][CH2:22]2)=[O:20])=[CH:14][CH:13]=3)=[O:9])[CH2:4][CH2:3]1.[Cl:34][C:35]1[CH:36]=[C:37](B(O)O)[CH:38]=[CH:39][CH:40]=1.N1C=CC=CC=1. Product: [Cl:34][C:35]1[CH:40]=[C:39]([N:11]2[C:12]3[C:17](=[CH:16][C:15]([C:19]([N:21]4[CH2:26][CH2:25][CH:24]([N:27]5[CH2:28][CH2:29][O:30][CH2:31][CH2:32]5)[CH2:23][CH2:22]4)=[O:20])=[CH:14][CH:13]=3)[CH:18]=[C:10]2[C:8]([N:5]2[CH2:4][CH2:3][C:2]([F:1])([F:33])[CH2:7][CH2:6]2)=[O:9])[CH:38]=[CH:37][CH:36]=1. The catalyst class is: 221. (4) Reactant: Cl.[OH:2][CH:3]1[O:11][C@H:10]([CH2:12][OH:13])[C@@H:8]([OH:9])[C@H:6]([OH:7])[C@@H:4]1[NH2:5].C[O-].[Na+].Cl[CH2:18][C:19]([O:21]C(=O)CCl)=O.[N-:26]=[N+:27]=[N-:28].[Na+]. Product: [N:26]([CH2:18][C:19]([NH:5][C@H:4]1[C@@H:6]([OH:7])[C@H:8]([OH:9])[C@@H:10]([CH2:12][OH:13])[O:11][CH:3]1[OH:2])=[O:21])=[N+:27]=[N-:28]. The catalyst class is: 475. (5) Reactant: [Br:1][C:2]1[NH:3][C:4]([C:14]([O:16][CH2:17][CH2:18][CH2:19][CH3:20])=[O:15])=[C:5]([C:7]([O:9][CH2:10][CH2:11][CH2:12][CH3:13])=[O:8])[N:6]=1.C([O-])([O-])=O.[K+].[K+].I[CH2:28][CH2:29][CH3:30]. Product: [Br:1][C:2]1[N:6]([CH2:28][CH2:29][CH3:30])[C:5]([C:7]([O:9][CH2:10][CH2:11][CH2:12][CH3:13])=[O:8])=[C:4]([C:14]([O:16][CH2:17][CH2:18][CH2:19][CH3:20])=[O:15])[N:3]=1. The catalyst class is: 3. (6) Reactant: [OH:1][CH2:2][CH2:3][N:4]1[CH:8]=[CH:7][CH:6]=[CH:5]1.C(N(CC)CC)C.[CH3:16][S:17](Cl)(=[O:19])=[O:18]. Product: [CH3:16][S:17]([O:1][CH2:2][CH2:3][N:4]1[CH:8]=[CH:7][CH:6]=[CH:5]1)(=[O:19])=[O:18]. The catalyst class is: 1. (7) Reactant: [Si]([O:8][C:9]1[C:13]([CH2:14][C:15]2[CH:20]=[CH:19][C:18]([CH2:21][CH3:22])=[CH:17][CH:16]=2)=[C:12]([C:23]([F:26])([F:25])[F:24])[N:11]([CH:27]([CH2:30][F:31])[CH2:28][F:29])[N:10]=1)(C(C)(C)C)(C)C.[F-].C([N+](CCCC)(CCCC)CCCC)CCC.O1CCCC1. Product: [CH2:21]([C:18]1[CH:17]=[CH:16][C:15]([CH2:14][C:13]2[C:9](=[O:8])[NH:10][N:11]([CH:27]([CH2:30][F:31])[CH2:28][F:29])[C:12]=2[C:23]([F:24])([F:25])[F:26])=[CH:20][CH:19]=1)[CH3:22]. The catalyst class is: 7.